Task: Predict the reaction yield, written as a fraction of the theoretical maximum amount of product (1.0 means a 100% yield; for example, 0.34 means a 34% yield).. Dataset: Reaction yield outcomes from USPTO patents with 853,638 reactions (1) The reactants are C[O:2][C:3](=O)[C:4]1[CH:9]=[CH:8][C:7]([Br:10])=[CH:6][CH:5]=1.O.[NH2:13][NH2:14]. The catalyst is C(O)C. The product is [Br:10][C:7]1[CH:8]=[CH:9][C:4]([C:3]([NH:13][NH2:14])=[O:2])=[CH:5][CH:6]=1. The yield is 0.670. (2) The reactants are [Cl:1][C:2]1[S:6][C:5]([C:7]([O:9]C)=[O:8])=[CH:4][C:3]=1[C:11]1[N:15]([CH3:16])[N:14]=[CH:13][C:12]=1[CH3:17].[OH-].[K+]. The catalyst is C1COCC1.O. The product is [Cl:1][C:2]1[S:6][C:5]([C:7]([OH:9])=[O:8])=[CH:4][C:3]=1[C:11]1[N:15]([CH3:16])[N:14]=[CH:13][C:12]=1[CH3:17]. The yield is 0.940. (3) The reactants are [Cl:1][C:2]1[CH:7]=[CH:6][C:5]([C:8]2[N:13]=[C:12]3[C:14](=[O:18])[O:15][C:16](=[O:17])[C:11]3=[N:10][C:9]=2[C:19]2[CH:24]=[CH:23][C:22]([Cl:25])=[CH:21][CH:20]=2)=[CH:4][CH:3]=1.[C:26]([OH:30])([CH3:29])([CH3:28])[CH3:27]. The catalyst is C(#N)C.CN(C1C=CN=CC=1)C. The product is [Cl:1][C:2]1[CH:3]=[CH:4][C:5]([C:8]2[N:13]=[C:12]([C:14]([O:30][C:26]([CH3:29])([CH3:28])[CH3:27])=[O:18])[C:11]([C:16]([OH:17])=[O:15])=[N:10][C:9]=2[C:19]2[CH:24]=[CH:23][C:22]([Cl:25])=[CH:21][CH:20]=2)=[CH:6][CH:7]=1. The yield is 0.410. (4) The reactants are [N+:1]([C:4]1[CH:9]=[CH:8][C:7]([C:10](=[O:21])[CH2:11][NH:12][C:13](=[O:20])[CH2:14][CH2:15][C:16](OC)=O)=[CH:6][CH:5]=1)([O-:3])=[O:2].Cl.NCC(C1C=CC([N+]([O-])=O)=CC=1)=O.ClC(=O)CCC[C:41]([O:43][CH3:44])=[O:42]. No catalyst specified. The product is [N+:1]([C:4]1[CH:5]=[CH:6][C:7]([C:10](=[O:21])[CH2:11][NH:12][C:13](=[O:20])[CH2:14][CH2:15][CH2:16][C:41]([O:43][CH3:44])=[O:42])=[CH:8][CH:9]=1)([O-:3])=[O:2]. The yield is 0.340. (5) The reactants are [Cl:1][C:2]1[CH:9]=[CH:8][C:5]([CH2:6]Br)=[CH:4][CH:3]=1.[C:10]([O:14][C:15]([N:17]1[CH2:22][CH2:21][C:20](=[O:23])[C:19]([CH3:25])([CH3:24])[CH2:18]1)=[O:16])([CH3:13])([CH3:12])[CH3:11]. The catalyst is CCOCC.C1COCC1.[NH4+].[Cl-]. The product is [C:10]([O:14][C:15]([N:17]1[CH2:22][CH2:21][C:20]([CH2:6][C:5]2[CH:8]=[CH:9][C:2]([Cl:1])=[CH:3][CH:4]=2)([OH:23])[C:19]([CH3:25])([CH3:24])[CH2:18]1)=[O:16])([CH3:13])([CH3:11])[CH3:12]. The yield is 0.390. (6) The reactants are [CH2:1]1[CH:6]2[CH2:7][C:8]3([NH2:11])[CH2:10][CH:4]([CH2:5]2)[CH2:3][CH:2]1[CH2:9]3.[Br:12][C:13]1[S:17][C:16]([C:18]2[S:19][C:20]([CH:23]=O)=[CH:21][CH:22]=2)=[CH:15][CH:14]=1. No catalyst specified. The yield is 0.810. The product is [Br:12][C:13]1[S:17][C:16]([C:18]2[S:19][C:20]([CH2:23][NH:11][C:8]34[CH2:10][CH:4]5[CH2:5][CH:6]([CH2:1][CH:2]([CH2:3]5)[CH2:9]3)[CH2:7]4)=[CH:21][CH:22]=2)=[CH:15][CH:14]=1. (7) The reactants are [Cl:1][C:2]1[C:3]([CH2:9][CH2:10][O:11][CH2:12][CH3:13])=[N:4][C:5](Cl)=[CH:6][CH:7]=1.[CH3:14][S:15](C)=O. The catalyst is [Cl-].[Na+].O. The product is [Cl:1][C:2]1[C:3]([CH2:9][CH2:10][O:11][CH2:12][CH3:13])=[N:4][C:5]([S:15][CH3:14])=[CH:6][CH:7]=1. The yield is 0.760. (8) The reactants are [NH2:1][C:2]1[C:10]([F:11])=[CH:9][CH:8]=[CH:7][C:3]=1[C:4]([OH:6])=O.N1[CH:16]=[CH:15]N=C1.C(Cl)(=O)C.Cl.[NH2:22][CH:23]1[CH2:28][CH2:27][C:26](=[O:29])[NH:25][C:24]1=[O:30].P(OC1C=CC=CC=1)(OC1C=CC=CC=1)OC1C=CC=CC=1. The catalyst is C(#N)C.CS(C)=O.O. The product is [F:11][C:10]1[CH:9]=[CH:8][CH:7]=[C:3]2[C:2]=1[N:1]=[C:15]([CH3:16])[N:22]([CH:23]1[CH2:28][CH2:27][C:26](=[O:29])[NH:25][C:24]1=[O:30])[C:4]2=[O:6]. The yield is 0.670. (9) The reactants are [Cl:1][C:2]1[C:3]2[S:10][CH:9]=[CH:8][C:4]=2[N:5]=[CH:6][N:7]=1.ClC1C=CN=C2C=C([CH:21]=[O:22])SC=12. No catalyst specified. The product is [Cl:1][C:2]1[C:3]2[S:10][C:9]([CH:21]=[O:22])=[CH:8][C:4]=2[N:5]=[CH:6][N:7]=1. The yield is 0.840. (10) The reactants are [NH2:1][C:2]1[N:7]=[CH:6][N:5]=[C:4]2[N:8]([CH:12]([C:14]3[CH:21]=[C:20]([Cl:22])[C:17]([C:18]#[N:19])=[C:16]([CH:23]4[CH2:26][NH:25][CH2:24]4)[C:15]=3[O:27][CH3:28])[CH3:13])[N:9]=[C:10]([CH3:11])[C:3]=12.C(N(CC)CC)C.Cl[C:37]([O:39][CH3:40])=[O:38]. The catalyst is ClCCl.CO. The product is [NH2:1][C:2]1[N:7]=[CH:6][N:5]=[C:4]2[N:8]([CH:12]([C:14]3[C:15]([O:27][CH3:28])=[C:16]([CH:23]4[CH2:24][N:25]([C:37]([O:39][CH3:40])=[O:38])[CH2:26]4)[C:17]([C:18]#[N:19])=[C:20]([Cl:22])[CH:21]=3)[CH3:13])[N:9]=[C:10]([CH3:11])[C:3]=12. The yield is 0.520.